From a dataset of Peptide-MHC class II binding affinity with 134,281 pairs from IEDB. Regression. Given a peptide amino acid sequence and an MHC pseudo amino acid sequence, predict their binding affinity value. This is MHC class II binding data. (1) The peptide sequence is VQDAATYAVTTFSNV. The MHC is DRB1_1501 with pseudo-sequence DRB1_1501. The binding affinity (normalized) is 0.481. (2) The peptide sequence is VEIALGGVMGGLWKY. The MHC is DRB1_0404 with pseudo-sequence DRB1_0404. The binding affinity (normalized) is 0.719. (3) The peptide sequence is EKKYFAATQFEPLAL. The MHC is HLA-DQA10401-DQB10402 with pseudo-sequence HLA-DQA10401-DQB10402. The binding affinity (normalized) is 0.581. (4) The peptide sequence is THHYFVDLIGGAMLSL. The MHC is DRB1_0901 with pseudo-sequence DRB1_0901. The binding affinity (normalized) is 0.